Dataset: Full USPTO retrosynthesis dataset with 1.9M reactions from patents (1976-2016). Task: Predict the reactants needed to synthesize the given product. (1) The reactants are: [C:1]([O:5][CH3:6])(=[O:4])[CH2:2][OH:3].[H-].[Na+].[CH3:9][O:10][C:11]1([C:17]2[CH:18]=[C:19]([CH2:23]Br)[CH:20]=[CH:21][CH:22]=2)[CH2:16][CH2:15][O:14][CH2:13][CH2:12]1. Given the product [CH3:9][O:10][C:11]1([C:17]2[CH:18]=[C:19]([CH2:23][O:3][CH2:2][C:1]([O:5][CH3:6])=[O:4])[CH:20]=[CH:21][CH:22]=2)[CH2:12][CH2:13][O:14][CH2:15][CH2:16]1, predict the reactants needed to synthesize it. (2) Given the product [C:1]([O:5][C:6]([NH:8][C:9]1[C:13]2=[N:14][CH:15]=[C:16]([CH:18]([CH3:20])[CH3:19])[CH:17]=[C:12]2[O:11][C:10]=1[C:21]([O:23][CH2:24][CH3:25])=[O:22])=[O:7])([CH3:2])([CH3:3])[CH3:4], predict the reactants needed to synthesize it. The reactants are: [C:1]([O:5][C:6]([NH:8][C:9]1[C:13]2=[N:14][CH:15]=[C:16]([C:18]([CH3:20])=[CH2:19])[CH:17]=[C:12]2[O:11][C:10]=1[C:21]([O:23][CH2:24][CH3:25])=[O:22])=[O:7])([CH3:4])([CH3:3])[CH3:2]. (3) Given the product [CH2:1]([O:3][C:4]([C:5]1[C:6]([O-:7])=[N:8][C:9]2[C:10]([C:15]=1[O-:17])=[N:11][CH:12]=[CH:13][CH:14]=2)=[O:19])[CH3:2].[Na+:23].[Na+:23], predict the reactants needed to synthesize it. The reactants are: [CH2:1]([O:3][C:4](=[O:19])[CH2:5][C:6]([NH:8][C:9]1[C:10]([C:15]([O:17]C)=O)=[N:11][CH:12]=[CH:13][CH:14]=1)=[O:7])[CH3:2].C([O-])C.[Na+:23]. (4) Given the product [CH3:31][C:32]1([NH:36][C:2]2[N:6]=[C:5]([CH:7]3[CH2:12][CH:11]([C:13]4[CH:18]=[CH:17][C:16]([C:19]([F:22])([F:21])[F:20])=[CH:15][CH:14]=4)[CH2:10][N:9]([C:23]([N:25]4[CH2:30][CH2:29][O:28][CH2:27][CH2:26]4)=[O:24])[CH2:8]3)[O:4][N:3]=2)[CH2:35][CH2:34][CH2:33]1, predict the reactants needed to synthesize it. The reactants are: Cl[C:2]1[N:6]=[C:5]([CH:7]2[CH2:12][CH:11]([C:13]3[CH:18]=[CH:17][C:16]([C:19]([F:22])([F:21])[F:20])=[CH:15][CH:14]=3)[CH2:10][N:9]([C:23]([N:25]3[CH2:30][CH2:29][O:28][CH2:27][CH2:26]3)=[O:24])[CH2:8]2)[O:4][N:3]=1.[CH3:31][C:32]1([NH2:36])[CH2:35][CH2:34][CH2:33]1. (5) Given the product [CH3:27][O:26][C:20]1[CH:19]=[C:18]([CH2:17][O:16][C:14]2[CH:15]=[C:11]([NH:10][C:8]([C:5]3[CH:4]=[N:3][C:2]([N:32]4[CH2:33][CH2:34][N:29]([CH3:28])[CH:30]([CH3:35])[CH2:31]4)=[CH:7][N:6]=3)=[O:9])[NH:12][N:13]=2)[CH:23]=[C:22]([O:24][CH3:25])[CH:21]=1, predict the reactants needed to synthesize it. The reactants are: Cl[C:2]1[N:3]=[CH:4][C:5]([C:8]([NH:10][C:11]2[NH:12][N:13]=[C:14]([O:16][CH2:17][C:18]3[CH:23]=[C:22]([O:24][CH3:25])[CH:21]=[C:20]([O:26][CH3:27])[CH:19]=3)[CH:15]=2)=[O:9])=[N:6][CH:7]=1.[CH3:28][N:29]1[CH2:34][CH2:33][NH:32][CH2:31][CH:30]1[CH3:35].